From a dataset of Catalyst prediction with 721,799 reactions and 888 catalyst types from USPTO. Predict which catalyst facilitates the given reaction. Product: [CH3:1][S:2]([OH:5])(=[O:4])=[O:3].[CH:6]1[CH:7]=[CH:8][C:9]2[NH:14][CH:13]=[C:12]([C:15]([O:17][C@@H:18]3[CH2:19][C@H:20]4[N:26]5[CH2:27][C:28](=[O:29])[C@@H:22]([CH2:21]4)[CH2:23][C@@H:24]5[CH2:25]3)=[O:16])[C:10]=2[CH:11]=1.[OH2:3]. Reactant: [CH3:1][S:2]([OH:5])(=[O:4])=[O:3].[CH:6]1[CH:7]=[CH:8][C:9]2[NH:14][CH:13]=[C:12]([C:15]([O:17][C@@H:18]3[CH2:25][C@H:24]4[N:26]5[CH2:27][C:28](=[O:29])[C@@H:22]([CH2:23]4)[CH2:21][C@@H:20]5[CH2:19]3)=[O:16])[C:10]=2[CH:11]=1. The catalyst class is: 95.